This data is from Forward reaction prediction with 1.9M reactions from USPTO patents (1976-2016). The task is: Predict the product of the given reaction. (1) Given the reactants [NH2:1][C@@H:2]1C2CCN(CC2)C1.[F:10][C:11]1[CH:12]=[C:13]2[C:18](=[CH:19][CH:20]=1)N=C[C:15]([C:21]([OH:23])=[O:22])=[CH:14]2, predict the reaction product. The product is: [F:10][C:11]1[CH:12]=[C:13]2[C:18](=[CH:19][CH:20]=1)[CH:2]=[N:1][C:15]([C:21]([OH:23])=[O:22])=[CH:14]2. (2) Given the reactants [C:1]1([C:7]#[C:8][C:9]2[CH:10]=[CH:11][C:12](=[O:15])[NH:13][N:14]=2)[CH:6]=[CH:5][CH:4]=[CH:3][CH:2]=1.[H-].[Na+].I[CH:19]([CH3:21])[CH3:20], predict the reaction product. The product is: [CH:19]([N:13]1[C:12](=[O:15])[CH:11]=[CH:10][C:9]([C:8]#[C:7][C:1]2[CH:2]=[CH:3][CH:4]=[CH:5][CH:6]=2)=[N:14]1)([CH3:21])[CH3:20]. (3) Given the reactants [C:1]([O:5][C:6]([NH:8][CH2:9][C:10]1[CH:11]=[CH:12][C:13](OS(C(F)(F)F)(=O)=O)=[C:14](OS(C(F)(F)F)(=O)=O)[CH:15]=1)=[O:7])([CH3:4])([CH3:3])[CH3:2].[P:32]([O-:39])([O:36][CH2:37][CH3:38])[O:33][CH2:34][CH3:35].CN1[CH2:46][CH2:45][O:44]CC1, predict the reaction product. The product is: [CH2:34]([O:33][P:32]([C:13]1[CH:12]=[CH:11][C:10]([CH2:9][NH:8][C:6]([O:5][C:1]([CH3:4])([CH3:3])[CH3:2])=[O:7])=[CH:15][C:14]=1[P:32]([O:44][CH2:45][CH3:46])([O:33][CH2:34][CH3:35])=[O:36])(=[O:39])[O:36][CH2:37][CH3:38])[CH3:35].